This data is from Forward reaction prediction with 1.9M reactions from USPTO patents (1976-2016). The task is: Predict the product of the given reaction. (1) The product is: [CH3:8][C:6]1[CH:5]=[C:4]([C:9]2[CH:17]=[CH:16][CH:15]=[C:14]3[C:10]=2[CH:11]=[CH:12][CH:13]3[C:26]2([CH:13]3[C:14]4[C:10](=[C:9]([C:4]5[CH:3]=[C:2]([CH3:7])[CH:1]=[C:20]([CH3:21])[CH:5]=5)[CH:17]=[CH:16][CH:15]=4)[CH:11]=[CH:12]3)[CH2:29][CH2:28][CH2:27]2)[CH:3]=[C:2]([CH3:1])[CH:7]=1. Given the reactants [CH3:1][C:2]1[CH:3]=[C:4]([C:9]2[CH:17]=[CH:16][CH:15]=[C:14]3[C:10]=2[CH:11]=[CH:12][CH2:13]3)[CH:5]=[C:6]([CH3:8])[CH:7]=1.CO[CH2:20][CH2:21]OC.[OH-].[K+].[C:26]1(=O)[CH2:29][CH2:28][CH2:27]1, predict the reaction product. (2) The product is: [NH2:44][CH2:2][CH2:3][O:4][CH2:5][C:6]1[NH:11][C:10]([CH3:12])=[C:9]([C:13]([O:15][CH3:16])=[O:14])[CH:8]([C:17]2[CH:22]=[CH:21][CH:20]=[C:19]([Cl:23])[CH:18]=2)[C:7]=1[C:24](=[O:41])[NH:25][CH2:26][CH2:27][CH:28]([C:29]1[CH:34]=[CH:33][CH:32]=[CH:31][CH:30]=1)[C:35]1[CH:36]=[CH:37][CH:38]=[CH:39][CH:40]=1. Given the reactants Cl[CH2:2][CH2:3][O:4][CH2:5][C:6]1[NH:11][C:10]([CH3:12])=[C:9]([C:13]([O:15][CH3:16])=[O:14])[CH:8]([C:17]2[CH:22]=[CH:21][CH:20]=[C:19]([Cl:23])[CH:18]=2)[C:7]=1[C:24](=[O:41])[NH:25][CH2:26][CH2:27][CH:28]([C:35]1[CH:40]=[CH:39][CH:38]=[CH:37][CH:36]=1)[C:29]1[CH:34]=[CH:33][CH:32]=[CH:31][CH:30]=1.[I-].[Na+].[N-:44]=[N+]=[N-].[Na+].CN(C=O)C, predict the reaction product. (3) Given the reactants [NH2:1][C:2]1[CH:7]=[CH:6][C:5]([C:8]2[C:16]3[C:11](=[CH:12][C:13]([F:17])=[CH:14][CH:15]=3)[NH:10][CH:9]=2)=[CH:4][C:3]=1[OH:18].[CH2:19](OC(OCC)(OCC)C)[CH3:20], predict the reaction product. The product is: [F:17][C:13]1[CH:12]=[C:11]2[C:16]([C:8]([C:5]3[CH:6]=[CH:7][C:2]4[N:1]=[C:19]([CH3:20])[O:18][C:3]=4[CH:4]=3)=[CH:9][NH:10]2)=[CH:15][CH:14]=1. (4) Given the reactants [NH2:1][C:2]1[CH:7]=[CH:6][C:5]([CH2:8][C:9]([O:11][C:12]([CH3:15])([CH3:14])[CH3:13])=[O:10])=[C:4]([C:16]#[N:17])[CH:3]=1.FC(F)(F)C(O[Si](C)(C)C)=O.[CH:29](OCC)(OCC)OCC.[N:39]([Si](C)(C)C)=[N+:40]=[N-:41], predict the reaction product. The product is: [C:16]([C:4]1[CH:3]=[C:2]([N:1]2[CH:29]=[N:39][N:40]=[N:41]2)[CH:7]=[CH:6][C:5]=1[CH2:8][C:9]([O:11][C:12]([CH3:14])([CH3:13])[CH3:15])=[O:10])#[N:17].